Dataset: Reaction yield outcomes from USPTO patents with 853,638 reactions. Task: Predict the reaction yield, written as a fraction of the theoretical maximum amount of product (1.0 means a 100% yield; for example, 0.34 means a 34% yield). (1) The reactants are [Cl:1][C:2]1[CH:22]=[CH:21][C:5]([CH2:6][C:7]2[N:8]=[C:9]([C:15]3[CH:20]=[CH:19][N:18]=[CH:17][CH:16]=3)[S:10][C:11]=2[C:12]([OH:14])=O)=[CH:4][CH:3]=1.Cl.[CH3:24][NH:25][O:26][CH3:27].CN(C(ON1N=NC2C=CC=NC1=2)=[N+](C)C)C.F[P-](F)(F)(F)(F)F.C(N(C(C)C)CC)(C)C. The catalyst is CN(C=O)C.O. The product is [Cl:1][C:2]1[CH:22]=[CH:21][C:5]([CH2:6][C:7]2[N:8]=[C:9]([C:15]3[CH:16]=[CH:17][N:18]=[CH:19][CH:20]=3)[S:10][C:11]=2[C:12]([N:25]([O:26][CH3:27])[CH3:24])=[O:14])=[CH:4][CH:3]=1. The yield is 0.800. (2) The product is [CH2:3]([C:10]1[N:15]=[C:14]([OH:16])[C:13]([Br:1])=[CH:12][CH:11]=1)[C:4]1[CH:9]=[CH:8][CH:7]=[CH:6][CH:5]=1. The yield is 0.820. The catalyst is C(Cl)Cl. The reactants are [Br:1]Br.[CH2:3]([C:10]1[N:15]=[C:14]([OH:16])[CH:13]=[CH:12][CH:11]=1)[C:4]1[CH:9]=[CH:8][CH:7]=[CH:6][CH:5]=1.S(=O)(=O)(O)[O-].[Na+]. (3) The product is [F:19][C:16]1[CH:17]=[CH:18][C:4]2[C:3](=[CH:2][C:35]3[CH:34]=[CH:33][C:32]4[N:28]([CH2:27][CH2:26][N:20]5[CH2:21][CH2:22][O:23][CH2:24][CH2:25]5)[C:29](=[O:46])[NH:30][C:31]=4[CH:36]=3)[C:9]3[CH:10]=[CH:11][C:12]([F:14])=[CH:13][C:8]=3[CH2:7][O:6][C:5]=2[CH:15]=1. The yield is 0.780. The reactants are Br[CH:2]=[C:3]1[C:9]2[CH:10]=[CH:11][C:12]([F:14])=[CH:13][C:8]=2[CH2:7][O:6][C:5]2[CH:15]=[C:16]([F:19])[CH:17]=[CH:18][C:4]1=2.[N:20]1([CH2:26][CH2:27][N:28]2[C:32]3[CH:33]=[CH:34][C:35](B4OC(C)(C)C(C)(C)O4)=[CH:36][C:31]=3[NH:30][C:29]2=[O:46])[CH2:25][CH2:24][O:23][CH2:22][CH2:21]1.C([O-])([O-])=O.[Na+].[Na+]. The catalyst is C1C=CC([P]([Pd]([P](C2C=CC=CC=2)(C2C=CC=CC=2)C2C=CC=CC=2)([P](C2C=CC=CC=2)(C2C=CC=CC=2)C2C=CC=CC=2)[P](C2C=CC=CC=2)(C2C=CC=CC=2)C2C=CC=CC=2)(C2C=CC=CC=2)C2C=CC=CC=2)=CC=1.O1CCOCC1. (4) The reactants are [Cl-].[CH2:2]([N+:4]([CH2:7][CH2:8][CH2:9][CH2:10][CH2:11][CH2:12][OH:13])([CH3:6])[CH3:5])[CH3:3].[Li+].[C:15]([S:19]([N-:22][S:23]([C:26]([F:29])([F:28])[F:27])(=[O:25])=[O:24])(=[O:21])=[O:20])([F:18])([F:17])[F:16]. The catalyst is O. The product is [F:29][C:26]([F:27])([F:28])[S:23]([N-:22][S:19]([C:15]([F:16])([F:17])[F:18])(=[O:20])=[O:21])(=[O:24])=[O:25].[CH2:2]([N+:4]([CH2:7][CH2:8][CH2:9][CH2:10][CH2:11][CH2:12][OH:13])([CH3:5])[CH3:6])[CH3:3]. The yield is 0.900. (5) The reactants are [H-].[Na+].[CH2:3]([NH:11][S:12]([C:15]1[C:24]2[C:19](=[CH:20][CH:21]=[CH:22][CH:23]=2)[CH:18]=[CH:17][CH:16]=1)(=[O:14])=[O:13])[CH2:4][C:5]1[CH:10]=[CH:9][CH:8]=[CH:7][CH:6]=1.Br[CH2:26][CH2:27][C:28]1[C:36]2[C:31](=[CH:32][CH:33]=[CH:34][CH:35]=2)[NH:30][CH:29]=1. The yield is 0.840. The product is [NH:30]1[C:31]2[C:36](=[CH:35][CH:34]=[CH:33][CH:32]=2)[C:28]([CH2:27][CH2:26][N:11]([CH2:3][CH2:4][C:5]2[CH:10]=[CH:9][CH:8]=[CH:7][CH:6]=2)[S:12]([C:15]2[C:24]3[C:19](=[CH:20][CH:21]=[CH:22][CH:23]=3)[CH:18]=[CH:17][CH:16]=2)(=[O:14])=[O:13])=[CH:29]1. The catalyst is CN(C=O)C. (6) The reactants are [F:1][C:2]([F:16])([F:15])[O:3][C:4]1[CH:14]=[CH:13][C:7]([O:8][CH2:9][CH2:10][CH2:11][NH2:12])=[CH:6][CH:5]=1.CCN(C(C)C)C(C)C.[Cl:26][C:27]1[N:32]=[C:31](Cl)[CH:30]=[CH:29][N:28]=1. The catalyst is C(O)(C)C. The product is [Cl:26][C:27]1[N:32]=[C:31]([NH:12][CH2:11][CH2:10][CH2:9][O:8][C:7]2[CH:13]=[CH:14][C:4]([O:3][C:2]([F:15])([F:16])[F:1])=[CH:5][CH:6]=2)[CH:30]=[CH:29][N:28]=1. The yield is 0.600.